From a dataset of Catalyst prediction with 721,799 reactions and 888 catalyst types from USPTO. Predict which catalyst facilitates the given reaction. (1) Reactant: [Cl:1][C:2]1[N:7]=[C:6](Cl)[C:5]([N+:9]([O-:11])=[O:10])=[CH:4][N:3]=1.[Cl:12][C:13]1[CH:18]=[CH:17][C:16]([NH2:19])=[CH:15][C:14]=1[F:20].C(N(CC)CC)C. Product: [Cl:12][C:13]1[CH:18]=[CH:17][C:16]([NH:19][C:6]2[C:5]([N+:9]([O-:11])=[O:10])=[CH:4][N:3]=[C:2]([Cl:1])[N:7]=2)=[CH:15][C:14]=1[F:20]. The catalyst class is: 1. (2) Reactant: [NH2:1][C:2]1[N:7]([CH3:8])[C:6](=[O:9])[NH:5][C:4](=[O:10])[CH:3]=1.C(=O)(O)[O-].[Na+].[Br:16]Br. Product: [NH2:1][C:2]1[N:7]([CH3:8])[C:6](=[O:9])[NH:5][C:4](=[O:10])[C:3]=1[Br:16]. The catalyst class is: 5. (3) Reactant: [F:1][C:2]1[CH:10]=[CH:9][C:8]([CH2:11][OH:12])=[CH:7][C:3]=1[C:4]([OH:6])=O.C(N(CC)CC)C.[C:20]([O:24][C:25]([N:27]1[CH2:32][CH2:31][NH:30][CH2:29][CH2:28]1)=[O:26])([CH3:23])([CH3:22])[CH3:21].CN(C(ON1N=NC2C=CC=CC1=2)=[N+](C)C)C.F[P-](F)(F)(F)(F)F. Product: [C:20]([O:24][C:25]([N:27]1[CH2:32][CH2:31][N:30]([C:4](=[O:6])[C:3]2[CH:7]=[C:8]([CH2:11][OH:12])[CH:9]=[CH:10][C:2]=2[F:1])[CH2:29][CH2:28]1)=[O:26])([CH3:23])([CH3:21])[CH3:22]. The catalyst class is: 18. (4) Reactant: [CH3:1][C:2]1[S:3][C:4]2[C:10](=O)[C:9](=[CH:12]N3CCOCC3)[CH2:8][CH2:7][C:5]=2[N:6]=1.[N+]([O-])(O)=O.[Cl:23][C:24]1[N:29]=[CH:28][C:27]([NH:30][C:31]([NH2:33])=[NH:32])=[CH:26][CH:25]=1.[OH-].[Na+]. Product: [Cl:23][C:24]1[N:29]=[CH:28][C:27]([NH:30][C:31]2[N:33]=[CH:12][C:9]3[CH2:8][CH2:7][C:5]4[N:6]=[C:2]([CH3:1])[S:3][C:4]=4[C:10]=3[N:32]=2)=[CH:26][CH:25]=1. The catalyst class is: 141. (5) Reactant: [CH:1]([C:4]1[CH:5]=[CH:6][C:7]([O:12][CH3:13])=[C:8]([CH2:10][OH:11])[CH:9]=1)([CH3:3])[CH3:2].[CH3:14][S:15](Cl)(=[O:17])=[O:16]. Product: [CH3:14][S:15]([O:11][CH2:10][C:8]1[CH:9]=[C:4]([CH:1]([CH3:3])[CH3:2])[CH:5]=[CH:6][C:7]=1[O:12][CH3:13])(=[O:17])=[O:16]. The catalyst class is: 2.